From a dataset of Reaction yield outcomes from USPTO patents with 853,638 reactions. Predict the reaction yield, written as a fraction of the theoretical maximum amount of product (1.0 means a 100% yield; for example, 0.34 means a 34% yield). (1) The reactants are [C:1]([O:5][N:6]=[C:7]1[C:16]2[C:11](=[CH:12][CH:13]=[C:14]([C:17]([OH:19])=O)[CH:15]=2)[O:10][C:9]([C:20]2[N:25]=[CH:24][N:23]3[CH:26]=[CH:27][CH:28]=[C:22]3[CH:21]=2)=[CH:8]1)([CH3:4])([CH3:3])[CH3:2].Cl.CN(C)CCCN=C=NCC.O.ON1C2C=CC=CC=2N=N1.C(N(CC)CC)C.[NH2:59][CH2:60][CH2:61][N:62]1[CH2:67][CH2:66][O:65][CH2:64][CH2:63]1. The catalyst is CN(C)C=O. The product is [N:62]1([CH2:61][CH2:60][NH:59][C:17]([C:14]2[CH:15]=[C:16]3[C:11](=[CH:12][CH:13]=2)[O:10][C:9]([C:20]2[N:25]=[CH:24][N:23]4[CH:26]=[CH:27][CH:28]=[C:22]4[CH:21]=2)=[CH:8][C:7]3=[N:6][O:5][C:1]([CH3:2])([CH3:4])[CH3:3])=[O:19])[CH2:67][CH2:66][O:65][CH2:64][CH2:63]1. The yield is 0.780. (2) The reactants are [OH-].[Na+].C([O:5][C:6](=[O:16])[CH2:7][CH2:8][NH:9][CH:10]1[CH2:15][CH2:14][CH2:13][CH2:12][CH2:11]1)C.C1COCC1. The catalyst is O. The product is [CH:10]1([NH:9][CH2:8][CH2:7][C:6]([OH:16])=[O:5])[CH2:15][CH2:14][CH2:13][CH2:12][CH2:11]1. The yield is 0.640. (3) The reactants are [NH2:1][C:2]1[C:10]2[C:5](=[C:6]([Br:11])[CH:7]=[CH:8][CH:9]=2)[NH:4][C:3]=1[C:12]([NH2:14])=[O:13].[O:15]=[C:16](Cl)OC(Cl)(Cl)Cl.O. The catalyst is O1CCOCC1. The product is [Br:11][C:6]1[C:5]2[NH:4][C:3]3[C:12](=[O:13])[NH:14][C:16](=[O:15])[NH:1][C:2]=3[C:10]=2[CH:9]=[CH:8][CH:7]=1. The yield is 0.320. (4) The reactants are [NH2:1][C@H:2]1[C:11]2[C:6](=[CH:7][CH:8]=[C:9]([F:12])[CH:10]=2)[N:5]([C:13](=[O:15])[CH3:14])[C@@H:4]([CH2:16][CH3:17])[C@@H:3]1[CH3:18].Br[C:20]1[CH:27]=[CH:26][C:23]([C:24]#[N:25])=[CH:22][CH:21]=1.CC(C)([O-])C.[Na+].CN(C1C(C2C(P(C3CCCCC3)C3CCCCC3)=CC=CC=2)=CC=CC=1)C. The catalyst is O1CCOCC1.C1C=CC(/C=C/C(/C=C/C2C=CC=CC=2)=O)=CC=1.C1C=CC(/C=C/C(/C=C/C2C=CC=CC=2)=O)=CC=1.C1C=CC(/C=C/C(/C=C/C2C=CC=CC=2)=O)=CC=1.[Pd].[Pd]. The product is [C:13]([N:5]1[C:6]2[C:11](=[CH:10][C:9]([F:12])=[CH:8][CH:7]=2)[C@H:2]([NH:1][C:20]2[CH:27]=[CH:26][C:23]([C:24]#[N:25])=[CH:22][CH:21]=2)[C@@H:3]([CH3:18])[C@@H:4]1[CH2:16][CH3:17])(=[O:15])[CH3:14]. The yield is 0.356. (5) The reactants are Cl.[CH3:2][C:3]1[C:11]2[C:6](=[CH:7][CH:8]=[CH:9][CH:10]=2)[NH:5][C:4]=1[C:12]1[CH:13]=[N:14][CH:15]=[CH:16][CH:17]=1.C[Si]([N-][Si](C)(C)C)(C)C.[K+].Br[CH2:29][C:30]1[CH:34]=[C:33]([CH3:35])[O:32][N:31]=1. The catalyst is C1COCC1. The product is [NH4+:5].[OH-:32].[CH3:2][C:3]1[C:11]2[C:6](=[CH:7][CH:8]=[CH:9][CH:10]=2)[N:5]([CH2:29][C:30]2[CH:34]=[C:33]([CH3:35])[O:32][N:31]=2)[C:4]=1[C:12]1[CH:13]=[N:14][CH:15]=[CH:16][CH:17]=1. The yield is 0.00100.